From a dataset of Ames mutagenicity test results for genotoxicity prediction. Regression/Classification. Given a drug SMILES string, predict its toxicity properties. Task type varies by dataset: regression for continuous values (e.g., LD50, hERG inhibition percentage) or binary classification for toxic/non-toxic outcomes (e.g., AMES mutagenicity, cardiotoxicity, hepatotoxicity). Dataset: ames. (1) The compound is O=C1C=CCO1. The result is 0 (non-mutagenic). (2) The molecule is NC(=O)C1CO1. The result is 1 (mutagenic). (3) The molecule is Cc1cc2ccccc2c2cc3ccccc3cc12. The result is 1 (mutagenic). (4) The molecule is CC[C@H]1CO1. The result is 1 (mutagenic).